The task is: Binary Classification. Given a miRNA mature sequence and a target amino acid sequence, predict their likelihood of interaction.. This data is from Experimentally validated miRNA-target interactions with 360,000+ pairs, plus equal number of negative samples. (1) The miRNA is hsa-miR-760 with sequence CGGCUCUGGGUCUGUGGGGA. The protein sequence of the target gene is MSEDSRGDSRAESAKDLEKQLRLRVCVLSELQKTERDYVGTLEFLVSAFLHRMNQCAASKVDKNVTEETVKMLFSNIEDILAVHKEFLKVVEECLHPEPNAQQEVGTCFLHFKDKFRIYDEYCSNHEKAQKLLLELNKIRTIRTFLLNCMLLGGRKNTDVPLEGYLVTPIQRICKYPLILKELLKRTPRKHSDYAAVMEALQAMKAVCSNINEAKRQMEKLEVLEEWQSHIEGWEGSNITDTCTEMLMCGVLLKISSGNIQERVFFLFDNLLVYCKRKHRRLKNSKASTDGHRYLFRGRI.... Result: 0 (no interaction). (2) The miRNA is mmu-miR-148a-3p with sequence UCAGUGCACUACAGAACUUUGU. The protein sequence of the target gene is MEVSGPEDDPFLSQLHQVQCPVCQQMMPAAHINSHLDRCLLLHPAGHAEPAAGSHRAGERAKGPSPPGAKRRRLSESSALKQPATPTAAESSEGEGEEGDDGGETESRESYDAPPTPSGARLIPDFPVARSSSPARKGMGKRPAAAAAAGSASPRSWDEAEAQEEEEAGVDGDGDADVDGEDDPGHWDADAADASFGVSAGRAHPRALAAEEIRQMLEGKPLADKMRPDTLQDYIGQSRAVGQETLLRSLLEANEIPSLILWGPPGCGKTTLAHIIANNSKKHSIRFVTLSATNAKTNDV.... Result: 0 (no interaction). (3) The miRNA is hsa-miR-4775 with sequence UUAAUUUUUUGUUUCGGUCACU. The protein sequence of the target gene is MQRSRAGADEAALLLAGLALRELEPGCGSPGRGRRGPRPGPGDEAAPALGRRGKGSGGPEAGADGLSRGERGPRRAAVPELSAQPAGSPRASLAGSDGGGGGGSARSSGISLGYDQRHGSPRSGRSDPRPGPGPPSVGSARSSVSSLGSRGSAGAYADFLPPGACPAPARSPEPAGPAPFPLPALPLPPGREGGPSAAERRLEALTRELERALEARTARDYFGICIKCGLGIYGAQQACQAMGSLYHTDCFTCDSCGRRLRGKAFYNVGEKVYCQEDFLYSGFQQTADKCSVCGHLIMEM.... Result: 1 (interaction). (4) The miRNA is hsa-miR-558 with sequence UGAGCUGCUGUACCAAAAU. The protein sequence of the target gene is MGSLSGLRLAAGSCFRLCERDVSSSLRLTRSSDLKRINGFCTKPQESPGAPSRTYNRVPLHKPTDWQKKILIWSGRFKKEDEIPETVSLEMLDAAKNKMRVKISYLMIALTVVGCIFMVIEGKKAAQRHETLTSLNLEKKARLKEEAAMKAKTE. Result: 1 (interaction). (5) The miRNA is hsa-miR-371b-3p with sequence AAGUGCCCCCACAGUUUGAGUGC. The protein sequence of the target gene is MAAIPPDSWQPPNVYLETSMGIIVLELYWKHAPKTCKNFAELARRGYYNGTKFHRIIKDFMIQGGDPTGTGRGGASIYGKQFEDELHPDLKFTGAGILAMANAGPDTNGSQFFVTLAPTQWLDGKHTIFGRVCQGIGMVNRVGMVETNSQDRPVDDVKIIKAYPSG. Result: 0 (no interaction). (6) The miRNA is hsa-miR-7152-5p with sequence UUUCCUGUCCUCCAACCAGACC. The protein sequence of the target gene is MRVGAEYQARIPEFDPGATKYTDKDNGGMLVWSPYHSIPDAKLDEYIAIAKEKHGYNVEQALGMLFWHKHNIEKSLADLPNFTPFPDEWTVEDKVLFEQAFSFHGKSFHRIQQMLPDKTIASLVKYYYSWKKTRSRTSLMDRQARKLANRHNQGDSDDDVEETHPMDGNDSDYDPKKEAKKEGNTEQPVQTSKIGLGRREYQSLQHRHHSQRSKCRPPKGMYLTQEDVVAVSCSPNAANTILRQLDMELISLKRQVQNAKQVNSALKQKMEGGIEEFKPPESNQKINARWTTEEQLLAVQ.... Result: 1 (interaction).